The task is: Predict the product of the given reaction.. This data is from Forward reaction prediction with 1.9M reactions from USPTO patents (1976-2016). (1) Given the reactants [N+:1]([C:4]1[CH:5]=[C:6]2[C:10](=[CH:11][CH:12]=1)[NH:9][CH:8]=[CH:7]2)([O-:3])=[O:2].[OH-].[K+].[I:15]I.S(=O)(=O)(O)[O-].[Na+], predict the reaction product. The product is: [I:15][C:7]1[C:6]2[C:10](=[CH:11][CH:12]=[C:4]([N+:1]([O-:3])=[O:2])[CH:5]=2)[NH:9][CH:8]=1. (2) The product is: [CH2:7]([O:9][C:10](=[N:12][O:13][C:15]1[CH:20]=[CH:19][CH:18]=[CH:17][C:16]=1[C:21]([F:24])([F:23])[F:22])[CH3:11])[CH3:8]. Given the reactants C(O[K])(C)(C)C.[CH2:7]([O:9][C:10](=[N:12][OH:13])[CH3:11])[CH3:8].F[C:15]1[CH:20]=[CH:19][CH:18]=[CH:17][C:16]=1[C:21]([F:24])([F:23])[F:22], predict the reaction product. (3) Given the reactants Cl[C:2]1[N:3]=[CH:4][C:5]2[N:11]([CH3:12])[C:10](=[O:13])[C:9]([CH3:15])([CH3:14])[CH2:8][N:7]([CH:16]3[CH2:21][CH2:20][CH2:19][CH2:18][CH2:17]3)[C:6]=2[N:22]=1.[NH2:23][C:24]1[CH:32]=[CH:31][C:27]([C:28]([OH:30])=[O:29])=[CH:26][C:25]=1[O:33][CH3:34], predict the reaction product. The product is: [CH:16]1([N:7]2[CH2:8][C:9]([CH3:15])([CH3:14])[C:10](=[O:13])[N:11]([CH3:12])[C:5]3[CH:4]=[N:3][C:2]([NH:23][C:24]4[CH:32]=[CH:31][C:27]([C:28]([OH:30])=[O:29])=[CH:26][C:25]=4[O:33][CH3:34])=[N:22][C:6]2=3)[CH2:21][CH2:20][CH2:19][CH2:18][CH2:17]1. (4) Given the reactants [CH3:1][NH:2][C:3]([C:5]1[CH:6]=[C:7]([O:11][C:12]2[CH:13]=[CH:14][C:15]([NH:18][C:19]([NH:21][C:22]3[CH:23]=[CH:24][C:25]([Cl:32])=[C:26]([C:28]([F:31])([F:30])[F:29])[CH:27]=3)=[O:20])=[CH:16][CH:17]=2)[CH:8]=[CH:9][N:10]=1)=[O:4].[S:33](=[O:37])(=[O:36])([OH:35])[OH:34], predict the reaction product. The product is: [CH3:1][NH:2][C:3]([C:5]1[CH:6]=[C:7]([O:11][C:12]2[CH:17]=[CH:16][C:15]([NH:18][C:19]([NH:21][C:22]3[CH:23]=[CH:24][C:25]([Cl:32])=[C:26]([C:28]([F:31])([F:29])[F:30])[CH:27]=3)=[O:20])=[CH:14][CH:13]=2)[CH:8]=[CH:9][N:10]=1)=[O:4].[S:33]([O-:37])([O-:36])(=[O:35])=[O:34]. (5) Given the reactants Cl[C:2](=[O:7])[C:3]([O:5][CH3:6])=[O:4].[NH2:8][C:9]1[CH:26]=[CH:25][C:12]([O:13][C@@H:14]2[CH2:19][CH2:18][C@H:17]([C:20]([O:22][CH2:23][CH3:24])=[O:21])[CH2:16][CH2:15]2)=[CH:11][CH:10]=1.C(N(C(C)C)CC)(C)C.O, predict the reaction product. The product is: [CH3:6][O:5][C:3](=[O:4])[C:2]([NH:8][C:9]1[CH:10]=[CH:11][C:12]([O:13][C@@H:14]2[CH2:19][CH2:18][C@H:17]([C:20]([O:22][CH2:23][CH3:24])=[O:21])[CH2:16][CH2:15]2)=[CH:25][CH:26]=1)=[O:7].